Predict the reaction yield, written as a fraction of the theoretical maximum amount of product (1.0 means a 100% yield; for example, 0.34 means a 34% yield). From a dataset of Reaction yield outcomes from USPTO patents with 853,638 reactions. The reactants are C(Cl)(=O)C(Cl)=O.[F:7][C:8]1[CH:9]=[C:10]([CH:14]=[CH:15][C:16]=1[F:17])[C:11]([OH:13])=O.Cl.[NH:19]1[CH2:22][CH2:21][CH2:20]1.C(N(CC)CC)C. The catalyst is C(Cl)Cl.CN(C=O)C. The product is [F:7][C:8]1[CH:9]=[C:10]([CH:14]=[CH:15][C:16]=1[F:17])[C:11]([N:19]1[CH2:22][CH2:21][CH2:20]1)=[O:13]. The yield is 0.510.